This data is from Peptide-MHC class II binding affinity with 134,281 pairs from IEDB. The task is: Regression. Given a peptide amino acid sequence and an MHC pseudo amino acid sequence, predict their binding affinity value. This is MHC class II binding data. (1) The peptide sequence is YDKFLANVPTVLTGK. The MHC is DRB1_1101 with pseudo-sequence DRB1_1101. The binding affinity (normalized) is 0.385. (2) The peptide sequence is IQARAAALAFEQAYA. The MHC is DRB1_0101 with pseudo-sequence DRB1_0101. The binding affinity (normalized) is 0.593.